From a dataset of Full USPTO retrosynthesis dataset with 1.9M reactions from patents (1976-2016). Predict the reactants needed to synthesize the given product. (1) The reactants are: [OH:1][CH:2]1[CH:7]([O:8][C:9]2[CH:14]=[CH:13][CH:12]=[CH:11][CH:10]=2)[CH2:6][CH2:5][N:4](C(OC(C)(C)C)=O)[CH2:3]1.[ClH:22]. Given the product [ClH:22].[O:8]([CH:7]1[CH2:6][CH2:5][NH:4][CH2:3][CH:2]1[OH:1])[C:9]1[CH:14]=[CH:13][CH:12]=[CH:11][CH:10]=1, predict the reactants needed to synthesize it. (2) Given the product [CH3:1][C@H:2]1[CH2:7][O:6][CH2:5][CH2:4][N:3]1[C:8]1[CH:13]=[C:12]([CH2:14][S:15]([CH3:18])(=[O:17])=[O:16])[N:11]=[C:10]([C:19]2[CH:24]=[CH:23][C:22]([NH2:25])=[CH:21][CH:20]=2)[N:9]=1, predict the reactants needed to synthesize it. The reactants are: [CH3:1][C@H:2]1[CH2:7][O:6][CH2:5][CH2:4][N:3]1[C:8]1[CH:13]=[C:12]([CH2:14][S:15]([CH3:18])(=[O:17])=[O:16])[N:11]=[C:10]([C:19]2[CH:24]=[CH:23][C:22]([NH:25]C(=O)OC(C)(C)C)=[CH:21][CH:20]=2)[N:9]=1.Cl. (3) Given the product [OH:16][C:17]1[CH:24]=[CH:23][CH:22]=[C:21]([O:25][CH2:2][C:3]2[CH2:7][O:6][CH2:5][C:4]=2[C:8]2[C:9]([O:14][CH3:15])=[N:10][CH:11]=[CH:12][CH:13]=2)[C:18]=1[CH:19]=[O:20], predict the reactants needed to synthesize it. The reactants are: Br[CH2:2][C:3]1[CH2:7][O:6][CH2:5][C:4]=1[C:8]1[C:9]([O:14][CH3:15])=[N:10][CH:11]=[CH:12][CH:13]=1.[OH:16][C:17]1[CH:24]=[CH:23][CH:22]=[C:21]([OH:25])[C:18]=1[CH:19]=[O:20].C([O-])([O-])=O.[K+].[K+].O.